This data is from Forward reaction prediction with 1.9M reactions from USPTO patents (1976-2016). The task is: Predict the product of the given reaction. Given the reactants [O:1]=[C:2]1[CH2:6][CH2:5][N:4]([S:7]([C:10]2[CH:17]=[CH:16][C:13]([C:14]#[N:15])=[CH:12][CH:11]=2)(=[O:9])=[O:8])[CH2:3]1.[CH2:18](O)[CH2:19][OH:20], predict the reaction product. The product is: [O:20]1[C:2]2([CH2:6][CH2:5][N:4]([S:7]([C:10]3[CH:17]=[CH:16][C:13]([C:14]#[N:15])=[CH:12][CH:11]=3)(=[O:9])=[O:8])[CH2:3]2)[O:1][CH2:18][CH2:19]1.